This data is from NCI-60 drug combinations with 297,098 pairs across 59 cell lines. The task is: Regression. Given two drug SMILES strings and cell line genomic features, predict the synergy score measuring deviation from expected non-interaction effect. Drug 1: CC1=C(C=C(C=C1)NC2=NC=CC(=N2)N(C)C3=CC4=NN(C(=C4C=C3)C)C)S(=O)(=O)N.Cl. Drug 2: CN(C(=O)NC(C=O)C(C(C(CO)O)O)O)N=O. Cell line: U251. Synergy scores: CSS=9.80, Synergy_ZIP=-3.35, Synergy_Bliss=-0.712, Synergy_Loewe=-5.43, Synergy_HSA=-0.904.